From a dataset of Forward reaction prediction with 1.9M reactions from USPTO patents (1976-2016). Predict the product of the given reaction. Given the reactants [OH-].[Na+].[NH2:3][C@H:4]([C:6]([OH:8])=[O:7])[CH3:5].Cl[C:10]([O:12][CH3:13])=[O:11], predict the reaction product. The product is: [C:10]([NH:3][C@H:4]([C:6]([OH:8])=[O:7])[CH3:5])([O:12][CH3:13])=[O:11].